From a dataset of Forward reaction prediction with 1.9M reactions from USPTO patents (1976-2016). Predict the product of the given reaction. (1) Given the reactants [Br:1][C:2]1[CH:3]=[C:4]([NH2:9])[C:5]([NH2:8])=[CH:6][CH:7]=1.ClCCl.[C:13](O)(=O)[CH3:14], predict the reaction product. The product is: [Br:1][C:2]1[CH:7]=[CH:6][C:5]2[N:8]=[C:13]([CH3:14])[NH:9][C:4]=2[CH:3]=1. (2) Given the reactants CS(O[CH2:6][C:7]1[CH:8]=[C:9]2[C:14](=[CH:15][CH:16]=1)[C:13](=[O:17])[N:12]([CH2:18][C:19](C)([CH3:21])[CH3:20])[C:11]([CH2:23][NH:24][C:25]([O:27][C:28]([CH3:31])([CH3:30])[CH3:29])=[O:26])=[C:10]2OCCCC)(=O)=O.[C:37]1(=[O:47])[NH:41][C:40](=[O:42])[C:39]2=[CH:43][CH:44]=[CH:45][CH:46]=[C:38]12.[K].O, predict the reaction product. The product is: [O:42]=[C:40]1[C:39]2[C:38](=[CH:46][CH:45]=[CH:44][CH:43]=2)[C:37](=[O:47])[N:41]1[CH2:6][C:7]1[CH:8]=[C:9]2[C:14](=[CH:15][CH:16]=1)[C:13](=[O:17])[N:12]([CH2:18][CH:19]([CH3:21])[CH3:20])[C:11]([CH2:23][NH:24][C:25](=[O:26])[O:27][C:28]([CH3:29])([CH3:31])[CH3:30])=[C:10]2[C:7]1[CH:8]=[CH:9][CH:14]=[CH:15][CH:16]=1. (3) Given the reactants [NH2:1][C:2]1[N:7]=[C:6]([N:8]([CH2:14][C:15]2[C:20]([CH3:21])=[C:19]([O:22][CH3:23])[C:18]([CH3:24])=[CH:17][N:16]=2)[CH2:9][C:10]([O:12]C)=O)[C:5]([N+:25]([O-])=O)=[C:4]([S:28][CH3:29])[N:3]=1.CO, predict the reaction product. The product is: [NH2:1][C:2]1[N:3]=[C:4]([S:28][CH3:29])[C:5]2[NH:25][C:10](=[O:12])[CH2:9][N:8]([CH2:14][C:15]3[C:20]([CH3:21])=[C:19]([O:22][CH3:23])[C:18]([CH3:24])=[CH:17][N:16]=3)[C:6]=2[N:7]=1. (4) Given the reactants C1CO[C:8]23OCC[O:12][C:3]2([C@:4]2([CH2:27][CH2:26][C@H:25]4[C@@H:15]([CH2:16]/[C:17](=[N:29]\[OH:30])/[C@:18]5([OH:28])[C@:23]4([CH3:24])[CH2:22][CH2:21][CH2:20][CH2:19]5)[C@@H:6]2[CH2:7]3)[CH3:5])O1.C=C1C2[C@](C)(CCC(=[O:50])C2)[C@@H]2[C@H]([C@H]3[C@@](CC2)(C)C(=O)CC3)C1, predict the reaction product. The product is: [OH:28][C@:18]12[CH2:19][C:20](=[O:50])[CH2:21][CH2:22][C@:23]1([CH3:24])[C@@H:25]1[C@H:15]([C@H:6]3[C@@:4]([CH2:27][CH2:26]1)([CH3:5])[C:3](=[O:12])[CH2:8][CH2:7]3)[CH2:16]/[C:17]/2=[N:29]\[OH:30]. (5) Given the reactants C(OC([NH:8][C@H:9]([CH2:28][C:29]1[CH:34]=[CH:33][C:32]([Cl:35])=[CH:31][CH:30]=1)[C:10]([N:12]1[CH2:17][CH2:16][N:15]([C:18]2[CH:27]=[CH:26][CH:25]=[CH:24][C:19]=2[C:20]([O:22][CH3:23])=[O:21])[CH2:14][CH2:13]1)=[O:11])=O)(C)(C)C.Cl, predict the reaction product. The product is: [NH2:8][C@H:9]([CH2:28][C:29]1[CH:34]=[CH:33][C:32]([Cl:35])=[CH:31][CH:30]=1)[C:10]([N:12]1[CH2:13][CH2:14][N:15]([C:18]2[CH:27]=[CH:26][CH:25]=[CH:24][C:19]=2[C:20]([O:22][CH3:23])=[O:21])[CH2:16][CH2:17]1)=[O:11]. (6) Given the reactants [Br:1][C:2]1[CH:3]=[C:4]([CH:7]=[CH:8][C:9]=1[S:10][CH3:11])[CH:5]=[O:6].[BH4-].[Na+].O, predict the reaction product. The product is: [Br:1][C:2]1[CH:3]=[C:4]([CH2:5][OH:6])[CH:7]=[CH:8][C:9]=1[S:10][CH3:11]. (7) The product is: [Cl:9][C:10]1[CH:15]=[C:14]([CH:13]=[C:12]([CH3:18])[C:11]=1[NH:19][S:20]([CH3:23])(=[O:22])=[O:21])[C:16]([NH:2][OH:3])=[NH:17]. Given the reactants Cl.[NH2:2][OH:3].C([O-])(O)=O.[Na+].[Cl:9][C:10]1[CH:15]=[C:14]([C:16]#[N:17])[CH:13]=[C:12]([CH3:18])[C:11]=1[NH:19][S:20]([CH3:23])(=[O:22])=[O:21], predict the reaction product. (8) Given the reactants [F:1][C:2]([F:34])([F:33])[C:3]([C:9]1[CH:10]=[C:11]([CH:30]=[CH:31][CH:32]=1)[CH2:12][N:13]1[CH2:18][CH2:17][N:16]([C:19]([C:21]2[CH:26]=[CH:25][C:24]([N+:27]([O-])=O)=[CH:23][CH:22]=2)=[O:20])[CH2:15][CH2:14]1)([OH:8])[C:4]([F:7])([F:6])[F:5].Cl, predict the reaction product. The product is: [NH2:27][C:24]1[CH:25]=[CH:26][C:21]([C:19]([N:16]2[CH2:17][CH2:18][N:13]([CH2:12][C:11]3[CH:30]=[CH:31][CH:32]=[C:9]([C:3]([OH:8])([C:2]([F:34])([F:33])[F:1])[C:4]([F:5])([F:6])[F:7])[CH:10]=3)[CH2:14][CH2:15]2)=[O:20])=[CH:22][CH:23]=1.